Task: Predict which catalyst facilitates the given reaction.. Dataset: Catalyst prediction with 721,799 reactions and 888 catalyst types from USPTO (1) Reactant: [NH2:1][C:2]1[CH:7]=[CH:6][CH:5]=[CH:4][CH:3]=1.N1C=CC=CC=1.[O:14]=[C:15]([CH3:22])[CH2:16][C:17](OCC)=[O:18]. Product: [O:14]=[C:15]([CH3:22])[CH2:16][C:17]([NH:1][C:2]1[CH:7]=[CH:6][CH:5]=[CH:4][CH:3]=1)=[O:18]. The catalyst class is: 113. (2) Reactant: C(=O)([O-])[O-].[K+].[K+].[CH3:7][C:8]1([CH3:17])[CH2:13][CH:12]([NH2:14])[CH2:11][C:10]([CH3:16])([CH3:15])[NH:9]1.F[C:19]1[CH:26]=[C:25]([C:27]([F:30])([F:29])[F:28])[CH:24]=[CH:23][C:20]=1[C:21]#[N:22].[CH3:31]I. Product: [CH3:31][N:9]1[C:10]([CH3:16])([CH3:15])[CH2:11][CH:12]([NH:14][C:19]2[CH:26]=[C:25]([C:27]([F:30])([F:29])[F:28])[CH:24]=[CH:23][C:20]=2[C:21]#[N:22])[CH2:13][C:8]1([CH3:17])[CH3:7]. The catalyst class is: 3. (3) Reactant: [C:1]([O:7][CH2:8][C:9]1[CH:14]=[CH:13][CH:12]=[CH:11][CH:10]=1)(=[O:6])[CH2:2][C:3]([CH3:5])=O.[CH3:15][NH2:16]. Product: [CH2:8]([O:7][C:1](=[O:6])[CH:2]=[C:3]([NH:16][CH3:15])[CH3:5])[C:9]1[CH:14]=[CH:13][CH:12]=[CH:11][CH:10]=1. The catalyst class is: 8.